From a dataset of Full USPTO retrosynthesis dataset with 1.9M reactions from patents (1976-2016). Predict the reactants needed to synthesize the given product. (1) Given the product [CH3:2][O:3][C:4](=[O:17])[C@@H:5]([NH:16][C:23](=[O:24])[C:22]1[CH:26]=[CH:27][C:19]([Cl:18])=[CH:20][C:21]=1[NH:28][S:29]([C:32]1[C:33]2[N:34]=[CH:35][CH:36]=[N:37][C:38]=2[CH:39]=[CH:40][CH:41]=1)(=[O:31])=[O:30])[CH2:6][C:7]1[C:8]2[CH:15]=[CH:14][CH:13]=[CH:12][C:9]=2[S:10][CH:11]=1, predict the reactants needed to synthesize it. The reactants are: Cl.[CH3:2][O:3][C:4](=[O:17])[C@@H:5]([NH2:16])[CH2:6][C:7]1[C:8]2[CH:15]=[CH:14][CH:13]=[CH:12][C:9]=2[S:10][CH:11]=1.[Cl:18][C:19]1[CH:27]=[CH:26][C:22]([C:23](O)=[O:24])=[C:21]([NH:28][S:29]([C:32]2[C:33]3[N:34]=[CH:35][CH:36]=[N:37][C:38]=3[CH:39]=[CH:40][CH:41]=2)(=[O:31])=[O:30])[CH:20]=1. (2) Given the product [C:7]1([C:1]2[CH:2]=[CH:3][CH:4]=[CH:5][CH:6]=2)[CH:12]=[CH:11][CH:10]=[C:9]([O:13][CH2:24][C:21]2[S:22][CH:23]=[C:19]([C:17]([OH:18])=[O:16])[N:20]=2)[CH:8]=1, predict the reactants needed to synthesize it. The reactants are: [C:1]1([C:7]2[CH:8]=[C:9]([OH:13])[CH:10]=[CH:11][CH:12]=2)[CH:6]=[CH:5][CH:4]=[CH:3][CH:2]=1.C([O:16][C:17]([C:19]1[N:20]=[C:21]([CH2:24]Br)[S:22][CH:23]=1)=[O:18])C. (3) Given the product [CH3:11][O:10][C:3]1[C:4]([O:8][CH3:9])=[CH:5][CH:6]=[C:7]([Cl:12])[C:2]=1[CH3:1], predict the reactants needed to synthesize it. The reactants are: [CH3:1][C:2]1[CH:7]=[CH:6][CH:5]=[C:4]([O:8][CH3:9])[C:3]=1[O:10][CH3:11].[Cl:12]CCOCCCl. (4) Given the product [Cl:1][C:2]1[CH:3]=[C:4]([CH2:9][CH2:10][N:11]([CH2:24][C:25]2[CH:30]=[CH:29][C:28]([C:31]([O:40][CH3:41])([C:36]([F:39])([F:37])[F:38])[C:32]([F:33])([F:34])[F:35])=[CH:27][CH:26]=2)[C:12]([C:14]2[CH:15]=[C:16]([CH3:23])[CH:17]=[C:18]3[C:22]=2[NH:21][CH:20]=[CH:19]3)=[O:13])[CH:5]=[CH:6][C:7]=1[Cl:8], predict the reactants needed to synthesize it. The reactants are: [Cl:1][C:2]1[CH:3]=[C:4]([CH2:9][CH2:10][N:11]([CH2:24][C:25]2[CH:30]=[CH:29][C:28]([C:31]([OH:40])([C:36]([F:39])([F:38])[F:37])[C:32]([F:35])([F:34])[F:33])=[CH:27][CH:26]=2)[C:12]([C:14]2[CH:15]=[C:16]([CH3:23])[CH:17]=[C:18]3[C:22]=2[NH:21][CH:20]=[CH:19]3)=[O:13])[CH:5]=[CH:6][C:7]=1[Cl:8].[C:41](=O)([O-])[O-].[K+].[K+].CI.[Cl-].[NH4+].